From a dataset of Forward reaction prediction with 1.9M reactions from USPTO patents (1976-2016). Predict the product of the given reaction. (1) Given the reactants [CH3:1][C@H:2]([NH:7][C:8]([C:10]1[C:18]2[C:13](=[N:14][CH:15]=[C:16]([C:19]3[S:20][C:21]([CH:24]=[O:25])=[CH:22][CH:23]=3)[N:17]=2)[N:12]([CH2:26][O:27][CH2:28][CH2:29][Si:30]([CH3:33])([CH3:32])[CH3:31])[CH:11]=1)=[O:9])[C:3]([CH3:6])([CH3:5])[CH3:4].S(=O)(=O)([OH:36])N.Cl([O-])=O.[Na+].OP([O-])(O)=O.[K+], predict the reaction product. The product is: [CH3:1][C@H:2]([NH:7][C:8]([C:10]1[C:18]2[C:13](=[N:14][CH:15]=[C:16]([C:19]3[S:20][C:21]([C:24]([OH:36])=[O:25])=[CH:22][CH:23]=3)[N:17]=2)[N:12]([CH2:26][O:27][CH2:28][CH2:29][Si:30]([CH3:33])([CH3:31])[CH3:32])[CH:11]=1)=[O:9])[C:3]([CH3:6])([CH3:5])[CH3:4]. (2) Given the reactants [CH3:1][C:2]1[C:7]([NH2:8])=[C:6]([CH3:9])[CH:5]=[C:4]([N:10]2[CH2:15][CH2:14][O:13][CH2:12][CH2:11]2)[N:3]=1.[CH:16]1([CH2:21][C:22](Cl)=[O:23])[CH2:20][CH2:19][CH2:18][CH2:17]1, predict the reaction product. The product is: [CH:16]1([CH2:21][C:22]([NH:8][C:7]2[C:2]([CH3:1])=[N:3][C:4]([N:10]3[CH2:11][CH2:12][O:13][CH2:14][CH2:15]3)=[CH:5][C:6]=2[CH3:9])=[O:23])[CH2:20][CH2:19][CH2:18][CH2:17]1. (3) The product is: [Br:1][C:2]1[N:6]2[CH2:7][CH2:8][CH2:9][N:10]([C:12]([O:14][C:15]([CH3:17])([CH3:18])[CH3:16])=[O:13])[CH2:11][C:5]2=[C:4]([C:19](=[O:20])[NH:26][C@@H:25]([CH2:27][CH:28]([CH3:30])[CH3:29])[C:24]([NH:23][CH3:22])=[O:31])[N:3]=1. Given the reactants [Br:1][C:2]1[N:6]2[CH2:7][CH2:8][CH2:9][N:10]([C:12]([O:14][C:15]([CH3:18])([CH3:17])[CH3:16])=[O:13])[CH2:11][C:5]2=[C:4]([C:19](O)=[O:20])[N:3]=1.[CH3:22][NH:23][C:24](=[O:31])[C@H:25]([CH2:27][CH:28]([CH3:30])[CH3:29])[NH2:26].CCN(C(C)C)C(C)C.CN(C(ON1N=NC2C=CC=CC1=2)=[N+](C)C)C.[B-](F)(F)(F)F, predict the reaction product. (4) The product is: [F:17][C:18]1[CH:23]=[CH:22][C:21]([C:9]([C:4]2[CH:3]=[C:2]([Br:1])[CH:12]=[CH:11][C:5]=2[C:6]([OH:8])=[O:7])=[O:10])=[CH:20][CH:19]=1. Given the reactants [Br:1][C:2]1[CH:3]=[C:4]2[C:9](=[O:10])[O:8][C:6](=[O:7])[C:5]2=[CH:11][CH:12]=1.[Cl-].[Al+3].[Cl-].[Cl-].[F:17][C:18]1[CH:23]=[CH:22][CH:21]=[CH:20][CH:19]=1, predict the reaction product.